Dataset: Peptide-MHC class I binding affinity with 185,985 pairs from IEDB/IMGT. Task: Regression. Given a peptide amino acid sequence and an MHC pseudo amino acid sequence, predict their binding affinity value. This is MHC class I binding data. (1) The peptide sequence is IQDEIVAAY. The MHC is HLA-B58:01 with pseudo-sequence HLA-B58:01. The binding affinity (normalized) is 0.0847. (2) The peptide sequence is LFLSFCSLF. The MHC is HLA-B07:02 with pseudo-sequence HLA-B07:02. The binding affinity (normalized) is 0.0847. (3) The binding affinity (normalized) is 0. The peptide sequence is ETTKHAVSRG. The MHC is HLA-A26:01 with pseudo-sequence HLA-A26:01. (4) The peptide sequence is TSMAMTCIAV. The MHC is HLA-A02:06 with pseudo-sequence HLA-A02:06. The binding affinity (normalized) is 0.795. (5) The peptide sequence is PASKKESVI. The binding affinity (normalized) is 0. The MHC is HLA-A68:02 with pseudo-sequence HLA-A68:02. (6) The peptide sequence is SRWRIRSGL. The MHC is HLA-A26:03 with pseudo-sequence HLA-A26:03. The binding affinity (normalized) is 0.0847. (7) The peptide sequence is VASGAGEAAI. The MHC is HLA-A02:01 with pseudo-sequence HLA-A02:01. The binding affinity (normalized) is 0. (8) The peptide sequence is VTIGECPKY. The MHC is HLA-A26:01 with pseudo-sequence HLA-A26:01. The binding affinity (normalized) is 0.0847.